This data is from Forward reaction prediction with 1.9M reactions from USPTO patents (1976-2016). The task is: Predict the product of the given reaction. (1) Given the reactants [CH:1]1(/[C:4](/[C:19]2[CH:24]=[CH:23][CH:22]=[CH:21][CH:20]=2)=[C:5](/[C:9]2[CH:14]=[CH:13][C:12]([O:15][CH2:16][O:17][CH3:18])=[CH:11][CH:10]=2)\[C:6](O)=[O:7])[CH2:3][CH2:2]1.Cl.Cl.[CH3:27][N:28]([CH3:39])[CH2:29][CH2:30][O:31][C:32]1[CH:37]=[CH:36][C:35]([NH2:38])=[CH:34][CH:33]=1.C(N(CC)C(C)C)(C)C, predict the reaction product. The product is: [CH3:27][N:28]([CH3:39])[CH2:29][CH2:30][O:31][C:32]1[CH:37]=[CH:36][C:35]([NH:38][C:6](=[O:7])/[C:5](/[C:9]2[CH:10]=[CH:11][C:12]([O:15][CH2:16][O:17][CH3:18])=[CH:13][CH:14]=2)=[C:4](\[CH:1]2[CH2:3][CH2:2]2)/[C:19]2[CH:24]=[CH:23][CH:22]=[CH:21][CH:20]=2)=[CH:34][CH:33]=1. (2) The product is: [F:33][C:31]1[C:30]([F:34])=[CH:29][C:28]2[N:27]([N:26]=[C:9]([C:8]3[CH:7]=[N:6][CH:5]=[CH:4][C:3]=3[C:2]([F:12])([F:11])[F:1])[N:35]=2)[CH:32]=1. Given the reactants [F:1][C:2]([F:12])([F:11])[C:3]1[C:8]([CH:9]=O)=[CH:7][N:6]=[CH:5][CH:4]=1.CC1C=C(C)C=C(C)C=1S([O-])(=O)=O.[NH2:26][N+:27]1[CH:32]=[C:31]([F:33])[C:30]([F:34])=[CH:29][C:28]=1[NH2:35].N12CCCN=C1CCCCC2, predict the reaction product. (3) Given the reactants Cl.C(O[C:5]([C:7]1[S:11][C:10]2[CH:12]=[C:13]([CH2:16][NH2:17])[CH:14]=[CH:15][C:9]=2[CH:8]=1)=[O:6])C.CN1CCOCC1.[C:25](Cl)(=[O:32])[C:26]1[CH:31]=[CH:30][CH:29]=[CH:28][CH:27]=1.Cl.[NH2:35][OH:36].C[O-].[Na+], predict the reaction product. The product is: [OH:36][NH:35][C:5]([C:7]1[S:11][C:10]2[CH:12]=[C:13]([CH2:16][NH:17][C:25](=[O:32])[C:26]3[CH:31]=[CH:30][CH:29]=[CH:28][CH:27]=3)[CH:14]=[CH:15][C:9]=2[CH:8]=1)=[O:6]. (4) Given the reactants [NH2:1][C:2]1[C:7]([C:8]2[CH:17]=[CH:16][C:11]([C:12]([O:14]C)=[O:13])=[C:10]([CH3:18])[CH:9]=2)=[CH:6][C:5]([C:19]2[CH:20]=[N:21][N:22]([CH3:24])[CH:23]=2)=[CH:4][N:3]=1.O[Li].O, predict the reaction product. The product is: [NH2:1][C:2]1[C:7]([C:8]2[CH:17]=[CH:16][C:11]([C:12]([OH:14])=[O:13])=[C:10]([CH3:18])[CH:9]=2)=[CH:6][C:5]([C:19]2[CH:20]=[N:21][N:22]([CH3:24])[CH:23]=2)=[CH:4][N:3]=1. (5) Given the reactants ClCCl.C(Cl)(=O)C(Cl)=O.CS(C)=O.[Cl:14][C:15]1[CH:24]=[CH:23][C:22]([O:25][CH3:26])=[C:21]2[C:16]=1[CH:17]=[CH:18][C:19](=[O:30])[N:20]2[CH2:27][CH2:28][OH:29], predict the reaction product. The product is: [Cl:14][C:15]1[CH:24]=[CH:23][C:22]([O:25][CH3:26])=[C:21]2[C:16]=1[CH:17]=[CH:18][C:19](=[O:30])[N:20]2[CH2:27][CH:28]=[O:29]. (6) Given the reactants [Cl:1][C:2]1[N:7]=[C:6]([NH:8][CH3:9])[C:5]([N+:10]([O-])=O)=[CH:4][CH:3]=1.O.O.[Sn](Cl)Cl.[OH-].[Na+].C(OCC)(=O)C, predict the reaction product. The product is: [Cl:1][C:2]1[N:7]=[C:6]([NH:8][CH3:9])[C:5]([NH2:10])=[CH:4][CH:3]=1.